From a dataset of Reaction yield outcomes from USPTO patents with 853,638 reactions. Predict the reaction yield, written as a fraction of the theoretical maximum amount of product (1.0 means a 100% yield; for example, 0.34 means a 34% yield). The reactants are [CH3:1][C:2]1([CH3:14])[C:6]([CH3:8])([CH3:7])[O:5][B:4]([C:9]2[CH:10]=[N:11][NH:12][CH:13]=2)[O:3]1.[C:28]1(P([C:28]2[CH:33]=[CH:32][CH:31]=[CH:30][CH:29]=2)[C:28]2[CH:33]=[CH:32][CH:31]=[CH:30][CH:29]=2)[CH:33]=[CH:32][CH:31]=[CH:30][CH:29]=1.N(C(OC(C)(C)C)=O)=NC(OC(C)(C)C)=O.[CH2:50]1[CH2:54]O[CH2:52][CH2:51]1. No catalyst specified. The product is [CH:50]1([CH:54]([C:28]2[CH:29]=[CH:30][CH:31]=[CH:32][CH:33]=2)[N:12]2[CH:13]=[C:9]([B:4]3[O:5][C:6]([CH3:7])([CH3:8])[C:2]([CH3:14])([CH3:1])[O:3]3)[CH:10]=[N:11]2)[CH2:52][CH2:51]1. The yield is 0.700.